Dataset: hERG potassium channel inhibition data for cardiac toxicity prediction from Karim et al.. Task: Regression/Classification. Given a drug SMILES string, predict its toxicity properties. Task type varies by dataset: regression for continuous values (e.g., LD50, hERG inhibition percentage) or binary classification for toxic/non-toxic outcomes (e.g., AMES mutagenicity, cardiotoxicity, hepatotoxicity). Dataset: herg_karim. (1) The molecule is CC(C)c1noc(C2CCN(c3ncnc(Nc4ccc(S(C)(=O)=O)cc4F)c3[N+](=O)[O-])CC2)n1. The result is 1 (blocker). (2) The molecule is Cc1nccn1-c1cc(N2CCC(CNS(N)(=O)=O)CC2)ncn1. The result is 0 (non-blocker). (3) The molecule is CN1CC2CC1CN2c1ccc(-c2ccc3[nH]ccc3c2)cn1. The result is 0 (non-blocker). (4) The result is 1 (blocker). The molecule is CC(C)[C@]1(C(=O)NCc2cc(C(F)(F)F)cc(C(F)(F)F)c2)CC[C@@H](N2CCC(c3ccc(F)cc3)CC2)C1. (5) The drug is CC(C)[C@]1(C(=O)NCc2cc(C(F)(F)F)cc(C(F)(F)F)c2)CC[C@@H](N2CCC(c3cnccn3)CC2)C1. The result is 1 (blocker). (6) The compound is CO[C@]12CC[C@@]3(C[C@@H]1[C@@](C)(O)C(C)(C)C)[C@H]1Cc4ccc(O)c5c4[C@@]3(CC[NH+]1CC1CC1)[C@H]2O5. The result is 1 (blocker). (7) The molecule is COc1cccc(C2(C)CN(c3cc(N)ccn3)C2)c1. The result is 1 (blocker).